This data is from Full USPTO retrosynthesis dataset with 1.9M reactions from patents (1976-2016). The task is: Predict the reactants needed to synthesize the given product. (1) Given the product [Cl:1][C:2]1[CH:10]=[CH:9][CH:8]=[C:7]2[C:3]=1[C:4](=[O:12])[N:5]([CH2:18][C:17]1[CH:20]=[CH:21][C:14]([F:13])=[CH:15][CH:16]=1)[C:6]2=[O:11], predict the reactants needed to synthesize it. The reactants are: [Cl:1][C:2]1[CH:10]=[CH:9][CH:8]=[C:7]2[C:3]=1[C:4](=[O:12])[NH:5][C:6]2=[O:11].[F:13][C:14]1[CH:21]=[CH:20][C:17]([CH2:18]N)=[CH:16][CH:15]=1. (2) Given the product [C:12]1([C:5]2[C:6]3[C:11](=[CH:10][CH:9]=[CH:8][CH:7]=3)[C:2]([B:29]([OH:34])[OH:30])=[CH:3][CH:4]=2)[CH:17]=[CH:16][CH:15]=[CH:14][CH:13]=1, predict the reactants needed to synthesize it. The reactants are: Br[C:2]1[C:11]2[C:6](=[CH:7][CH:8]=[CH:9][CH:10]=2)[C:5]([C:12]2[CH:17]=[CH:16][CH:15]=[CH:14][CH:13]=2)=[CH:4][CH:3]=1.CCCCCC.C([Li])CCC.[B:29](OC(C)C)([O:34]C(C)C)[O:30]C(C)C.Cl. (3) Given the product [C:1]([C:5]1[N:9]([CH2:10][CH:11]2[CH2:16][CH2:15][O:14][CH2:13][CH2:12]2)[C:8]2[CH:17]=[CH:18][C:19]([S:21]([N:25]3[CH:29]=[C:28]([CH:30]=[O:31])[CH:27]=[N:26]3)(=[O:23])=[O:22])=[CH:20][C:7]=2[N:6]=1)([CH3:4])([CH3:3])[CH3:2], predict the reactants needed to synthesize it. The reactants are: [C:1]([C:5]1[N:9]([CH2:10][CH:11]2[CH2:16][CH2:15][O:14][CH2:13][CH2:12]2)[C:8]2[CH:17]=[CH:18][C:19]([S:21](Cl)(=[O:23])=[O:22])=[CH:20][C:7]=2[N:6]=1)([CH3:4])([CH3:3])[CH3:2].[NH:25]1[CH:29]=[C:28]([CH:30]=[O:31])[CH:27]=[N:26]1. (4) Given the product [Br:28][C:24]1[CH:23]=[C:22]2[C:27](=[CH:26][CH:25]=1)[C@@H:19]([N:14]1[C:12]3=[N:13][C:8]([CH2:7][C:6]([NH:2][NH2:3])=[O:30])=[CH:9][C:10]([CH3:29])=[C:11]3[N:16]=[C:15]1[CH2:17][CH3:18])[CH2:20][CH2:21]2, predict the reactants needed to synthesize it. The reactants are: O.[NH2:2][NH2:3].CO[C:6](=[O:30])[CH2:7][C:8]1[N:13]=[C:12]2[N:14]([C@@H:19]3[C:27]4[C:22](=[CH:23][C:24]([Br:28])=[CH:25][CH:26]=4)[CH2:21][CH2:20]3)[C:15]([CH2:17][CH3:18])=[N:16][C:11]2=[C:10]([CH3:29])[CH:9]=1. (5) Given the product [N+:1]([CH2:3][C:4]([N:12]1[CH2:13][CH2:14][N:9]([CH3:8])[CH2:10][CH2:11]1)=[O:6])#[C-:2], predict the reactants needed to synthesize it. The reactants are: [N+:1]([CH2:3][C:4]([O:6]C)=O)#[C-:2].[CH3:8][N:9]1[CH2:14][CH2:13][NH:12][CH2:11][CH2:10]1. (6) Given the product [OH:36][C@@H:86]([C:6]1[O:5][N:4]=[C:3]([C:10]([O:12][CH2:13][CH3:14])=[O:11])[C:2]=1[CH3:1])[C@@H:84]([OH:88])[CH3:87], predict the reactants needed to synthesize it. The reactants are: [CH3:1][C:2]1[C:3]([C:10]([O:12][CH2:13][CH3:14])=[O:11])=[N:4][O:5][C:6]=1/C=C/C.CC[C@@H]1[C@@H]2C[C@H]([C@@H](OC3C4C(=CC=CC=4)C(O[C@@H](C4C=CN=C5C=4C=C(OC)C=C5)[C@@H]4N5C[C@H](CC)[C@@H](CC5)C4)=NN=3)C3C=CN=C4C=3C=C([O:36]C)C=C4)N(CC2)C1.CS(N)(=O)=O.S([O-])([O-])=O.[Na+].[Na+].[C:84]([OH:88])([CH3:87])([CH3:86])C.O. (7) Given the product [CH3:22][C:21]1[C:16]([N:13]2[CH2:14][CH2:15][N:10]([C:8]([C:5]3[CH:6]=[N:7][C:2]([N:25]4[CH2:26][CH2:27][CH2:28][CH2:29][S:24]4(=[O:31])=[O:30])=[CH:3][CH:4]=3)=[O:9])[CH2:11][CH2:12]2)=[N:17][CH:18]=[C:19]([CH3:23])[CH:20]=1, predict the reactants needed to synthesize it. The reactants are: Br[C:2]1[N:7]=[CH:6][C:5]([C:8]([N:10]2[CH2:15][CH2:14][N:13]([C:16]3[C:21]([CH3:22])=[CH:20][C:19]([CH3:23])=[CH:18][N:17]=3)[CH2:12][CH2:11]2)=[O:9])=[CH:4][CH:3]=1.[S:24]1(=[O:31])(=[O:30])[CH2:29][CH2:28][CH2:27][CH2:26][NH:25]1. (8) Given the product [CH3:14][O:13][C:11](=[O:12])[C:10]([NH:6][C:5]1[CH:7]=[CH:8][C:2]([Br:1])=[CH:3][CH:4]=1)=[O:15], predict the reactants needed to synthesize it. The reactants are: [Br:1][C:2]1[CH:8]=[CH:7][C:5]([NH2:6])=[CH:4][CH:3]=1.Cl[C:10](=[O:15])[C:11]([O:13][CH3:14])=[O:12]. (9) Given the product [CH3:21][C:22]1[S:23][C:24]([C:30]2[CH:31]=[C:32]([CH3:36])[CH:33]=[CH:34][CH:35]=2)=[C:25]([C:27]([N:3]2[CH2:4][C@H:5]3[C@H:1]([CH2:8][CH2:7][CH2:6]3)[C@H:2]2[CH2:9][NH:10][C:11]([C:13]2[N:14]=[C:15]3[N:19]([CH:20]=2)[CH:18]=[CH:17][S:16]3)=[O:12])=[O:28])[N:26]=1, predict the reactants needed to synthesize it. The reactants are: [C@H:1]12[CH2:8][CH2:7][CH2:6][C@H:5]1[CH2:4][NH:3][C@@H:2]2[CH2:9][NH:10][C:11]([C:13]1[N:14]=[C:15]2[N:19]([CH:20]=1)[CH:18]=[CH:17][S:16]2)=[O:12].[CH3:21][C:22]1[S:23][C:24]([C:30]2[CH:31]=[C:32]([CH3:36])[CH:33]=[CH:34][CH:35]=2)=[C:25]([C:27](O)=[O:28])[N:26]=1. (10) Given the product [CH2:13]([O:3][C:4]1[CH:5]=[C:6]([CH:9]=[CH:10][C:11]=1[OH:12])[CH:7]=[O:8])[C:14]1[CH:19]=[CH:18][CH:17]=[CH:16][CH:15]=1, predict the reactants needed to synthesize it. The reactants are: [H-].[Na+].[OH:3][C:4]1[CH:5]=[C:6]([CH:9]=[CH:10][C:11]=1[OH:12])[CH:7]=[O:8].[CH2:13](Cl)[C:14]1[CH:19]=[CH:18][CH:17]=[CH:16][CH:15]=1.O.